From a dataset of NCI-60 drug combinations with 297,098 pairs across 59 cell lines. Regression. Given two drug SMILES strings and cell line genomic features, predict the synergy score measuring deviation from expected non-interaction effect. (1) Drug 1: CC1=C(N=C(N=C1N)C(CC(=O)N)NCC(C(=O)N)N)C(=O)NC(C(C2=CN=CN2)OC3C(C(C(C(O3)CO)O)O)OC4C(C(C(C(O4)CO)O)OC(=O)N)O)C(=O)NC(C)C(C(C)C(=O)NC(C(C)O)C(=O)NCCC5=NC(=CS5)C6=NC(=CS6)C(=O)NCCC[S+](C)C)O. Drug 2: C1C(C(OC1N2C=NC3=C2NC=NCC3O)CO)O. Cell line: SN12C. Synergy scores: CSS=28.5, Synergy_ZIP=3.11, Synergy_Bliss=2.44, Synergy_Loewe=-4.66, Synergy_HSA=3.58. (2) Drug 1: C1=C(C(=O)NC(=O)N1)N(CCCl)CCCl. Drug 2: N.N.Cl[Pt+2]Cl. Cell line: HOP-62. Synergy scores: CSS=28.9, Synergy_ZIP=1.69, Synergy_Bliss=0.805, Synergy_Loewe=-9.06, Synergy_HSA=-3.17. (3) Synergy scores: CSS=68.0, Synergy_ZIP=-1.13, Synergy_Bliss=-1.95, Synergy_Loewe=-5.64, Synergy_HSA=-1.11. Drug 2: CCCCC(=O)OCC(=O)C1(CC(C2=C(C1)C(=C3C(=C2O)C(=O)C4=C(C3=O)C=CC=C4OC)O)OC5CC(C(C(O5)C)O)NC(=O)C(F)(F)F)O. Drug 1: CCC1=CC2CC(C3=C(CN(C2)C1)C4=CC=CC=C4N3)(C5=C(C=C6C(=C5)C78CCN9C7C(C=CC9)(C(C(C8N6C)(C(=O)OC)O)OC(=O)C)CC)OC)C(=O)OC.C(C(C(=O)O)O)(C(=O)O)O. Cell line: K-562.